From a dataset of Rat liver microsome stability data. Regression/Classification. Given a drug SMILES string, predict its absorption, distribution, metabolism, or excretion properties. Task type varies by dataset: regression for continuous measurements (e.g., permeability, clearance, half-life) or binary classification for categorical outcomes (e.g., BBB penetration, CYP inhibition). Dataset: rlm. (1) The drug is O=C(N[C@H](Cc1c[nH]c2ccccc12)C(=O)Nc1ccncc1)c1ccc(-c2cccc(C(F)(F)F)c2)cc1F. The result is 0 (unstable in rat liver microsomes). (2) The drug is NC1CN(c2cc(-c3cccc(C(=O)O)c3)ncn2)CC1c1cc(F)c(F)cc1F. The result is 0 (unstable in rat liver microsomes). (3) The drug is COc1c2c(c3c(c1CCC(=O)O)OC(C)(C)C=C3)OC(C)(C)C=C2. The result is 0 (unstable in rat liver microsomes).